The task is: Predict the product of the given reaction.. This data is from Forward reaction prediction with 1.9M reactions from USPTO patents (1976-2016). Given the reactants [CH2:1]([N:8]1[C:16]2[C:11](=[C:12](Br)[CH:13]=[CH:14][CH:15]=2)[CH:10]=[CH:9]1)[C:2]1[CH:7]=[CH:6][CH:5]=[CH:4][CH:3]=1.[F:18][C:19]([F:30])([F:29])[C:20]1[CH:25]=[CH:24][C:23](B(O)O)=[CH:22][CH:21]=1.ClCCl.C(=O)([O-])[O-].[K+].[K+], predict the reaction product. The product is: [CH2:1]([N:8]1[C:16]2[C:11](=[C:12]([C:23]3[CH:24]=[CH:25][C:20]([C:19]([F:30])([F:29])[F:18])=[CH:21][CH:22]=3)[CH:13]=[CH:14][CH:15]=2)[CH:10]=[CH:9]1)[C:2]1[CH:7]=[CH:6][CH:5]=[CH:4][CH:3]=1.